This data is from Catalyst prediction with 721,799 reactions and 888 catalyst types from USPTO. The task is: Predict which catalyst facilitates the given reaction. (1) Reactant: [N:1]1([C:5]2[N:14]=[C:13]3[C:8]([C:9](=[O:29])[C:10]([C:26]([OH:28])=[O:27])=[CH:11][N:12]3CC3C=CC(OC)=CC=3OC)=[CH:7][C:6]=2[F:30])[CH2:4][CH2:3][CH2:2]1. Product: [N:1]1([C:5]2[N:14]=[C:13]3[C:8]([C:9](=[O:29])[C:10]([C:26]([OH:28])=[O:27])=[CH:11][NH:12]3)=[CH:7][C:6]=2[F:30])[CH2:4][CH2:3][CH2:2]1. The catalyst class is: 55. (2) Product: [NH2:1][C@:2]1([CH2:19][O:20][Si:28]([C:31]([CH3:34])([CH3:33])[CH3:32])([CH3:30])[CH3:29])[CH2:7][CH2:6][N:5]([C:8]([O:10][CH2:11][C:12]2[CH:17]=[CH:16][CH:15]=[CH:14][CH:13]=2)=[O:9])[C@@H:4]([CH3:18])[CH2:3]1. The catalyst class is: 112. Reactant: [NH2:1][C@:2]1([CH2:19][OH:20])[CH2:7][CH2:6][N:5]([C:8]([O:10][CH2:11][C:12]2[CH:17]=[CH:16][CH:15]=[CH:14][CH:13]=2)=[O:9])[C@@H:4]([CH3:18])[CH2:3]1.C(N(CC)CC)C.[Si:28](Cl)([C:31]([CH3:34])([CH3:33])[CH3:32])([CH3:30])[CH3:29].O. (3) Reactant: [OH:1][CH:2]1[CH2:7][CH2:6][N:5]([C:8]([C:10]2[CH:15]=[CH:14][C:13](B3OC(C)(C)C(C)(C)O3)=[CH:12][CH:11]=2)=[O:9])[CH2:4][CH2:3]1.C([O-])([O-])=O.[K+].[K+].Cl[C:32]1[CH:33]=[CH:34][C:35]2[N:36]([C:38]([C:41]3[CH:48]=[CH:47][C:44]([C:45]#[N:46])=[CH:43][CH:42]=3)=[CH:39][N:40]=2)[N:37]=1. Product: [OH:1][CH:2]1[CH2:3][CH2:4][N:5]([C:8]([C:10]2[CH:11]=[CH:12][C:13]([C:32]3[CH:33]=[CH:34][C:35]4[N:36]([C:38]([C:41]5[CH:42]=[CH:43][C:44]([C:45]#[N:46])=[CH:47][CH:48]=5)=[CH:39][N:40]=4)[N:37]=3)=[CH:14][CH:15]=2)=[O:9])[CH2:6][CH2:7]1. The catalyst class is: 710. (4) The catalyst class is: 217. Reactant: [CH3:1][C:2]1[C:6]2[CH:7]=[CH:8][CH:9]=[CH:10][C:5]=2[O:4][C:3]=1[C:11](OCC)=[O:12].C1(C)C=CC=CC=1.[H-].C([Al+]CC(C)C)C(C)C.Cl.CC(OI1(OC(C)=O)(OC(C)=O)OC(=O)C2C=CC=CC1=2)=O.S([O-])([O-])=O.[Na+].[Na+]. Product: [CH3:1][C:2]1[C:6]2[CH:7]=[CH:8][CH:9]=[CH:10][C:5]=2[O:4][C:3]=1[CH:11]=[O:12].